Dataset: Forward reaction prediction with 1.9M reactions from USPTO patents (1976-2016). Task: Predict the product of the given reaction. Given the reactants C([NH:5][S:6]([C:9]1[CH:14]=[CH:13][CH:12]=[C:11]([C:15]2[N:16]=[CH:17][N:18]([C:20]3[CH:25]=[C:24]([C:26]([F:29])([F:28])[F:27])[CH:23]=[C:22]([C:30]4[CH:35]=[CH:34][C:33]([C:36]([F:39])([F:38])[F:37])=[CH:32][CH:31]=4)[N:21]=3)[CH:19]=2)[CH:10]=1)(=[O:8])=[O:7])(C)(C)C.C(O)(C(F)(F)F)=O, predict the reaction product. The product is: [F:29][C:26]([F:27])([F:28])[C:24]1[CH:23]=[C:22]([C:30]2[CH:31]=[CH:32][C:33]([C:36]([F:39])([F:38])[F:37])=[CH:34][CH:35]=2)[N:21]=[C:20]([N:18]2[CH:19]=[C:15]([C:11]3[CH:10]=[C:9]([S:6]([NH2:5])(=[O:8])=[O:7])[CH:14]=[CH:13][CH:12]=3)[N:16]=[CH:17]2)[CH:25]=1.